This data is from Reaction yield outcomes from USPTO patents with 853,638 reactions. The task is: Predict the reaction yield, written as a fraction of the theoretical maximum amount of product (1.0 means a 100% yield; for example, 0.34 means a 34% yield). (1) The reactants are [CH:1]([C:3]1[O:7][C:6]([C:8]2[CH:9]=[N:10][CH:11]=[C:12]([CH:16]=2)[C:13]([OH:15])=[O:14])=[CH:5][CH:4]=1)=O.[S:17]1[CH2:21][C:20](=[O:22])[NH:19][C:18]1=[O:23]. The catalyst is C(O)C.N1CCCCC1. The product is [O:23]=[C:18]1[NH:19][C:20](=[O:22])[C:21](=[CH:1][C:3]2[O:7][C:6]([C:8]3[CH:9]=[N:10][CH:11]=[C:12]([CH:16]=3)[C:13]([OH:15])=[O:14])=[CH:5][CH:4]=2)[S:17]1. The yield is 0.840. (2) The reactants are [C:1]([C:3]1([C:16](OCC)=[O:17])[CH2:8][CH2:7][N:6]([C:9]([O:11][C:12]([CH3:15])([CH3:14])[CH3:13])=[O:10])[CH2:5][CH2:4]1)#[N:2].[BH4-].[Na+]. The catalyst is CO. The product is [C:1]([C:3]1([CH2:16][OH:17])[CH2:8][CH2:7][N:6]([C:9]([O:11][C:12]([CH3:13])([CH3:14])[CH3:15])=[O:10])[CH2:5][CH2:4]1)#[N:2]. The yield is 0.813. (3) The reactants are [CH3:1][O:2][C:3]([C:5]1[NH:6][C:7]2[C:12]([C:13](=[O:15])[CH:14]=1)=[CH:11][C:10]([O:16][CH3:17])=[CH:9][C:8]=2[Br:18])=[O:4].[H-].[Na+].[CH3:21][Si:22]([CH3:29])([CH3:28])[CH2:23][CH2:24][O:25][CH2:26]Cl.O. The catalyst is CN1C(=O)CCC1. The product is [CH3:1][O:2][C:3]([C:5]1[CH:14]=[C:13]([O:15][CH2:26][O:25][CH2:24][CH2:23][Si:22]([CH3:29])([CH3:28])[CH3:21])[C:12]2[C:7](=[C:8]([Br:18])[CH:9]=[C:10]([O:16][CH3:17])[CH:11]=2)[N:6]=1)=[O:4]. The yield is 1.00. (4) The catalyst is CN(C=O)C.O. The product is [C:44]([C:48]1[CH:67]=[CH:66][C:51]([CH2:52][N:53]([CH2:54][CH2:55][C:56]2[CH:61]=[CH:60][CH:59]=[C:58]([O:62][CH:63]([F:65])[F:64])[CH:57]=2)[C:10]([C:8]2[CH:7]=[CH:6][CH:5]=[C:4]3[C:9]=2[NH:1][CH:2]=[CH:3]3)=[O:12])=[CH:50][CH:49]=1)([CH3:47])([CH3:45])[CH3:46]. The yield is 0.730. The reactants are [NH:1]1[C:9]2[C:4](=[CH:5][CH:6]=[CH:7][C:8]=2[C:10]([OH:12])=O)[CH:3]=[CH:2]1.CN(C(ON1N=NC2C=CC=CC1=2)=[N+](C)C)C.[B-](F)(F)(F)F.C(N(CC)C(C)C)(C)C.[C:44]([C:48]1[CH:67]=[CH:66][C:51]([CH2:52][NH:53][CH2:54][CH2:55][C:56]2[CH:61]=[CH:60][CH:59]=[C:58]([O:62][CH:63]([F:65])[F:64])[CH:57]=2)=[CH:50][CH:49]=1)([CH3:47])([CH3:46])[CH3:45]. (5) The reactants are [Br:1][C:2]1[CH:31]=[CH:30][CH:29]=[C:28]([C:32]([F:35])([F:34])[F:33])[C:3]=1[CH2:4][N:5]1[C:13]2[C:8](=[C:9]([F:14])[CH:10]=[CH:11][CH:12]=2)[C:7]([C:15]2[C:24]([F:25])=[CH:23][C:18]([C:19]([O:21]C)=[O:20])=[C:17]([O:26]C)[CH:16]=2)=[N:6]1.B(Br)(Br)Br. The catalyst is C(Cl)Cl. The product is [Br:1][C:2]1[CH:31]=[CH:30][CH:29]=[C:28]([C:32]([F:33])([F:34])[F:35])[C:3]=1[CH2:4][N:5]1[C:13]2[C:8](=[C:9]([F:14])[CH:10]=[CH:11][CH:12]=2)[C:7]([C:15]2[C:24]([F:25])=[CH:23][C:18]([C:19]([OH:21])=[O:20])=[C:17]([OH:26])[CH:16]=2)=[N:6]1. The yield is 0.395.